This data is from CYP1A2 inhibition data for predicting drug metabolism from PubChem BioAssay. The task is: Regression/Classification. Given a drug SMILES string, predict its absorption, distribution, metabolism, or excretion properties. Task type varies by dataset: regression for continuous measurements (e.g., permeability, clearance, half-life) or binary classification for categorical outcomes (e.g., BBB penetration, CYP inhibition). Dataset: cyp1a2_veith. (1) The compound is CNC(=O)[C@@H]1O[C@@H](n2cnc3c(N)ncnc32)[C@@H](O)[C@H]1O. The result is 0 (non-inhibitor). (2) The molecule is CC(C)(CS)C(=O)N1CCC[C@H]1C(=O)O. The result is 0 (non-inhibitor). (3) The drug is CC(=O)O[C@@H]1CN2CCC1CC2. The result is 0 (non-inhibitor). (4) The drug is COc1cc(/C=C\c2ccc(OC)cc2OC)cc(OC)c1. The result is 1 (inhibitor). (5) The molecule is O=C(O)[C@@H]1[C@@H]2O[C@@H]([C@H]1C(=O)O)[C@@H](Br)[C@H]2Br. The result is 0 (non-inhibitor).